The task is: Predict the reactants needed to synthesize the given product.. This data is from Full USPTO retrosynthesis dataset with 1.9M reactions from patents (1976-2016). (1) Given the product [Cl:14][C:9]1[CH:8]=[C:7]([C:3]2([OH:6])[CH2:4][N:23]([CH:20]([CH3:22])[CH3:21])[CH2:2]2)[CH:12]=[C:11]([F:13])[CH:10]=1, predict the reactants needed to synthesize it. The reactants are: Cl[CH2:2][C:3]([C:7]1[CH:12]=[C:11]([F:13])[CH:10]=[C:9]([Cl:14])[CH:8]=1)([OH:6])[CH2:4]Cl.C(=O)(O)[O-].[Na+].[CH:20]([NH2:23])([CH3:22])[CH3:21]. (2) Given the product [Cl:1][C:2]1[CH:3]=[C:4]([C:83]2[CH:84]=[CH:85][C:80]([F:79])=[CH:81][CH:82]=2)[CH:5]=[C:6]([Cl:31])[C:7]=1[CH2:8][C@@H:9]1[CH2:13][CH2:12][N:11]([CH:14]2[CH2:22][C:21]3[NH:20][N:19]=[CH:18][C:17]=3[CH2:16][CH2:15]2)[C:10]1=[O:30], predict the reactants needed to synthesize it. The reactants are: [Cl:1][C:2]1[CH:3]=[C:4](OS(C(F)(F)F)(=O)=O)[CH:5]=[C:6]([Cl:31])[C:7]=1[CH2:8][C@@H:9]1[CH2:13][CH2:12][N:11]([CH:14]2[CH2:22][C:21]3[N:20](S(C(F)(F)F)(=O)=O)[N:19]=[CH:18][C:17]=3[CH2:16][CH2:15]2)[C:10]1=[O:30].ClC1C=C(OS(C(F)(F)F)(=O)=O)C=C(Cl)C=1C[C@@H]1CCN(C2CC3C(=CN(S(C(F)(F)F)(=O)=O)N=3)CC2)C1=O.[F:79][C:80]1[CH:85]=[CH:84][C:83](B(O)O)=[CH:82][CH:81]=1.C(=O)([O-])[O-].[Na+].[Na+].[Li+].[OH-].